From a dataset of Forward reaction prediction with 1.9M reactions from USPTO patents (1976-2016). Predict the product of the given reaction. (1) Given the reactants [NH2:1][C:2]1[CH:18]=[CH:17][C:5]2[N:6]([CH2:12][C:13]([F:16])([F:15])[F:14])[CH2:7][CH:8]([CH2:10][CH3:11])[O:9][C:4]=2[CH:3]=1.CCO[C:22]([CH3:24])=[O:23], predict the reaction product. The product is: [CH2:10]([CH:8]1[O:9][C:4]2[C:5](=[CH:17][C:18]3[C:12]([C:13]([F:16])([F:15])[F:14])=[CH:24][C:22](=[O:23])[NH:1][C:2]=3[CH:3]=2)[N:6]([CH2:12][C:13]([F:16])([F:15])[F:14])[CH2:7]1)[CH3:11]. (2) Given the reactants N(C(C1C=C(C(=C2CCNCC2)C2C=CC([C:21]([N:23]([CH2:26][CH3:27])[CH2:24][CH3:25])=[O:22])=CC=2)C=CC=1)=O)C1C=CC=CC=1.C(OC([N:43]1[CH2:48][CH2:47][C:46](=[C:49]([C:59]2[CH:64]=[CH:63][C:62]([C:65]([N:67]([CH2:70][CH3:71])[CH2:68][CH3:69])=[O:66])=[CH:61][CH:60]=2)[C:50]2[CH:51]=[C:52]([CH:56]=[CH:57][CH:58]=2)C(O)=O)[CH2:45][CH2:44]1)=O)(C)(C)C.N1CCCC1.C(O)(C(F)(F)F)=O, predict the reaction product. The product is: [CH2:68]([N:67]([CH2:70][CH3:71])[C:65](=[O:66])[C:62]1[CH:61]=[CH:60][C:59]([C:49](=[C:46]2[CH2:45][CH2:44][NH:43][CH2:48][CH2:47]2)[C:50]2[CH:58]=[CH:57][CH:56]=[C:52]([C:21]([N:23]3[CH2:26][CH2:27][CH2:25][CH2:24]3)=[O:22])[CH:51]=2)=[CH:64][CH:63]=1)[CH3:69].